From a dataset of Full USPTO retrosynthesis dataset with 1.9M reactions from patents (1976-2016). Predict the reactants needed to synthesize the given product. Given the product [O:28]1[CH2:27][CH2:26][N:25]([C:22]2[CH:21]=[CH:20][C:19]([NH:18][C:15]3[N:16]=[CH:17][C:12]4[CH:11]=[CH:10][N:9]=[C:8]([C:4]5[CH:3]=[C:2]([NH:1][C:31](=[O:34])[CH:32]=[CH2:33])[CH:7]=[CH:6][CH:5]=5)[C:13]=4[N:14]=3)=[CH:24][CH:23]=2)[CH2:30][CH2:29]1, predict the reactants needed to synthesize it. The reactants are: [NH2:1][C:2]1[CH:3]=[C:4]([C:8]2[C:13]3[N:14]=[C:15]([NH:18][C:19]4[CH:24]=[CH:23][C:22]([N:25]5[CH2:30][CH2:29][O:28][CH2:27][CH2:26]5)=[CH:21][CH:20]=4)[N:16]=[CH:17][C:12]=3[CH:11]=[CH:10][N:9]=2)[CH:5]=[CH:6][CH:7]=1.[C:31](Cl)(=[O:34])[CH:32]=[CH2:33].